From a dataset of Peptide-MHC class II binding affinity with 134,281 pairs from IEDB. Regression. Given a peptide amino acid sequence and an MHC pseudo amino acid sequence, predict their binding affinity value. This is MHC class II binding data. (1) The peptide sequence is LHKLGYILRDISKIPGG. The MHC is DRB5_0101 with pseudo-sequence DRB5_0101. The binding affinity (normalized) is 0.407. (2) The peptide sequence is QGVTVDSIGMLP. The MHC is DRB1_0301 with pseudo-sequence DRB1_0301. The binding affinity (normalized) is 0.417. (3) The peptide sequence is NSYSGVEGEGLHKLGYI. The MHC is DRB1_1101 with pseudo-sequence DRB1_1101. The binding affinity (normalized) is 0.167. (4) The binding affinity (normalized) is 0.0370. The MHC is DRB5_0101 with pseudo-sequence DRB5_0101. The peptide sequence is TDRESLRNLRGYYN. (5) The peptide sequence is APSMEEVAAAAVAVT. The MHC is HLA-DQA10301-DQB10302 with pseudo-sequence HLA-DQA10301-DQB10302. The binding affinity (normalized) is 0.325. (6) The peptide sequence is EVIPTAFSIGKTYKP. The MHC is HLA-DQA10102-DQB10602 with pseudo-sequence HLA-DQA10102-DQB10602. The binding affinity (normalized) is 0.0946.